Dataset: Full USPTO retrosynthesis dataset with 1.9M reactions from patents (1976-2016). Task: Predict the reactants needed to synthesize the given product. (1) Given the product [ClH:1].[CH:39]1([CH2:43][N:19]2[CH2:18][CH2:17][C@:15]34[C:16]5[C:3]6[O:2][C@H:14]3[C:13](=[O:20])[CH2:12][CH2:11][C@@:10]4([O:21][CH2:22][CH2:23][CH2:24][C:25]3[CH:26]=[CH:27][CH:28]=[CH:29][CH:30]=3)[C@H:9]2[CH2:8][C:7]=5[CH:6]=[CH:5][C:4]=6[O:31][CH3:32])[CH2:42][CH2:41][CH2:40]1, predict the reactants needed to synthesize it. The reactants are: [ClH:1].[O:2]1[C@@H:14]2[C@@:15]34[CH2:17][CH2:18][NH:19][C@@H:9]([C@:10]3([O:21][CH2:22][CH2:23][CH2:24][C:25]3[CH:30]=[CH:29][CH:28]=[CH:27][CH:26]=3)[CH2:11][CH2:12][C:13]2=[O:20])[CH2:8][C:7]2=[C:16]4[C:3]1=[C:4]([O:31][CH3:32])[CH:5]=[CH:6]2.C(=O)([O-])[O-].[K+].[K+].[CH:39]1([CH2:43]Br)[CH2:42][CH2:41][CH2:40]1. (2) The reactants are: [NH2:1][C:2]1[NH:6][CH:5]=[N:4][C:3]=1[C:7]([NH2:9])=[O:8].[C:10]([O:14][C:15]([N:17]([CH:32]([CH3:34])[CH3:33])[CH:18](OS(C1C=CC(C)=CC=1)(=O)=O)[CH2:19][CH3:20])=[O:16])([CH3:13])([CH3:12])[CH3:11].C([O-])([O-])=O.[Cs+].[Cs+]. Given the product [C:10]([O:14][C:15](=[O:16])[N:17]([CH2:18][CH2:19][CH2:20][N:6]1[C:2]([NH2:1])=[C:3]([C:7](=[O:8])[NH2:9])[N:4]=[CH:5]1)[CH:32]([CH3:33])[CH3:34])([CH3:12])([CH3:13])[CH3:11], predict the reactants needed to synthesize it. (3) Given the product [Br:1][C:2]1[CH:7]=[CH:6][CH:5]=[CH:4][C:3]=1[CH2:8][C:9]([CH3:16])([CH3:15])[C:10]([OH:12])=[O:11], predict the reactants needed to synthesize it. The reactants are: [Br:1][C:2]1[CH:7]=[CH:6][CH:5]=[CH:4][C:3]=1[CH2:8][C:9]([CH3:16])([CH3:15])[C:10]([O:12]CC)=[O:11].[OH-].[Na+].Cl. (4) Given the product [Br:1][C:2]1[CH:3]=[CH:4][C:5]([F:19])=[C:6]([C:8]2[N:17]=[C:16]([N:28]([CH2:20][CH2:21][C:22]3[CH:23]=[CH:24][CH:25]=[CH:26][CH:27]=3)[C:29]3[CH:34]=[CH:33][N:32]=[CH:31][CH:30]=3)[C:15]3[C:10](=[N:11][CH:12]=[CH:13][N:14]=3)[N:9]=2)[CH:7]=1, predict the reactants needed to synthesize it. The reactants are: [Br:1][C:2]1[CH:3]=[CH:4][C:5]([F:19])=[C:6]([C:8]2[NH:17][C:16](=O)[C:15]3[C:10](=[N:11][CH:12]=[CH:13][N:14]=3)[N:9]=2)[CH:7]=1.[CH2:20]([NH:28][C:29]1[CH:34]=[CH:33][N:32]=[CH:31][CH:30]=1)[CH2:21][C:22]1[CH:27]=[CH:26][CH:25]=[CH:24][CH:23]=1.C(N(C1C=CN=CC=1)C1C2C(=NC=CN=2)N=C(C2C=C(Br)C=CC=2F)N=1)CCC. (5) Given the product [CH3:1][C:2]1[CH:3]=[C:4]([C:8]2[N:9]=[C:10]3[CH:15]=[CH:14][CH:13]=[N:12][N:11]3[C:16]=2[C:17]2[CH:22]=[CH:21][N:20]=[C:19]([NH:23][C:24]([N:32]3[CH2:37][CH2:36][CH2:35][CH2:34][CH2:33]3)=[O:25])[CH:18]=2)[CH:5]=[CH:6][CH:7]=1, predict the reactants needed to synthesize it. The reactants are: [CH3:1][C:2]1[CH:3]=[C:4]([C:8]2[N:9]=[C:10]3[CH:15]=[CH:14][CH:13]=[N:12][N:11]3[C:16]=2[C:17]2[CH:22]=[CH:21][N:20]=[C:19]([NH:23][C:24](=O)[O:25]CC(Cl)(Cl)Cl)[CH:18]=2)[CH:5]=[CH:6][CH:7]=1.[NH:32]1[CH2:37][CH2:36][CH2:35][CH2:34][CH2:33]1.C(N(C(C)C)C(C)C)C.C(=O)([O-])O.[Na+]. (6) The reactants are: C[O:2][C:3](=O)[C:4]1[CH:9]=[CH:8][C:7]([Br:10])=[C:6]([O:11][CH2:12][CH2:13][O:14][Si:15]([CH:22]([CH3:24])[CH3:23])([CH:19]([CH3:21])[CH3:20])[CH:16]([CH3:18])[CH3:17])[CH:5]=1.[Li+].[BH4-].[NH4+].[Cl-]. Given the product [Br:10][C:7]1[CH:8]=[CH:9][C:4]([CH2:3][OH:2])=[CH:5][C:6]=1[O:11][CH2:12][CH2:13][O:14][Si:15]([CH:19]([CH3:21])[CH3:20])([CH:16]([CH3:18])[CH3:17])[CH:22]([CH3:23])[CH3:24], predict the reactants needed to synthesize it. (7) Given the product [Br:1][C:2]1[CH:3]=[C:4]([NH:10][C:11]2[CH:12]=[C:13]3[C:18](=[CH:19][CH:20]=2)[CH2:17][NH:16][CH2:15][CH2:14]3)[C:5](=[O:9])[N:6]([CH3:8])[CH:7]=1, predict the reactants needed to synthesize it. The reactants are: [Br:1][C:2]1[CH:3]=[C:4]([NH:10][C:11]2[CH:12]=[C:13]3[C:18](=[CH:19][CH:20]=2)[CH2:17][N:16](C(OC(C)(C)C)=O)[CH2:15][CH2:14]3)[C:5](=[O:9])[N:6]([CH3:8])[CH:7]=1.Cl. (8) Given the product [C:1]([O:5][C:6]([N:8]1[CH2:12][CH:11]=[C:10]([C:35]2[CH:40]=[N:39][C:38]([NH2:41])=[CH:37][CH:36]=2)[CH2:9]1)=[O:7])([CH3:4])([CH3:3])[CH3:2], predict the reactants needed to synthesize it. The reactants are: [C:1]([O:5][C:6]([N:8]1[CH2:12][CH:11]=[C:10](OS(C(F)(F)F)(=O)=O)[CH2:9]1)=[O:7])([CH3:4])([CH3:3])[CH3:2].C(=O)([O-])[O-].[K+].[K+].CC1(C)C(C)(C)OB([C:35]2[CH:36]=[CH:37][C:38]([NH2:41])=[N:39][CH:40]=2)O1.C([O-])(O)=O.[Na+].